This data is from Aqueous solubility values for 9,982 compounds from the AqSolDB database. The task is: Regression/Classification. Given a drug SMILES string, predict its absorption, distribution, metabolism, or excretion properties. Task type varies by dataset: regression for continuous measurements (e.g., permeability, clearance, half-life) or binary classification for categorical outcomes (e.g., BBB penetration, CYP inhibition). For this dataset (solubility_aqsoldb), we predict Y. (1) The compound is Cc1cc(Cl)cc2c1C(=O)/C(=C1/Sc3cc(Cl)cc(C)c3C1=O)S2. The Y is -7.93 log mol/L. (2) The drug is CC(=O)Oc1ccc(CC(NC(=O)c2ccccc2)C(N)=O)cc1. The Y is -3.89 log mol/L.